From a dataset of Forward reaction prediction with 1.9M reactions from USPTO patents (1976-2016). Predict the product of the given reaction. (1) Given the reactants C(N1[CH2:9][CH2:8][N:7]([C:10](=[O:39])[CH:11]([NH:31][C:32]([O:34][C:35]([CH3:38])([CH3:37])[CH3:36])=[O:33])[CH2:12][C:13]2[CH:30]=[CH:29][C:16]([O:17][C:18]3[CH:23]=[CH:22][C:21]([CH2:24][CH2:25][C:26]([OH:28])=O)=[CH:20][CH:19]=3)=[CH:15][CH:14]=2)[CH2:6]C1)(=O)C.ON1C2C=CC=CC=2N=N1.CCN=C=NCCCN(C)C.C(N(CC)CC)C.Cl.[CH2:69]([O:76][NH2:77])[C:70]1[CH:75]=[CH:74][CH:73]=[CH:72][CH:71]=1.[CH3:78][OH:79], predict the reaction product. The product is: [C:35]([O:34][C:32](=[O:33])[NH:31][CH:11]([CH2:12][C:13]1[CH:30]=[CH:29][C:16]([O:17][C:18]2[CH:19]=[CH:20][C:21]([CH2:24][CH2:25][C:26](=[O:28])[NH:77][O:76][CH2:69][C:70]3[CH:75]=[CH:74][CH:73]=[CH:72][CH:71]=3)=[CH:22][CH:23]=2)=[CH:15][CH:14]=1)[C:10]([N:7]1[CH2:6][CH2:78][O:79][CH2:9][CH2:8]1)=[O:39])([CH3:38])([CH3:36])[CH3:37]. (2) The product is: [O:34]=[C:35]1[N:43]([CH2:44][CH2:45][CH3:46])[C:42]2[NH:41][C:40]([C:47]34[CH2:54][CH2:53][C:50]([CH2:55][CH:2]=[O:3])([CH2:51][CH2:52]3)[CH2:49][CH2:48]4)=[N:39][C:38]=2[C:37](=[O:57])[N:36]1[CH2:58][CH2:59][CH3:60]. Given the reactants [Cl-].[CH3:2][O:3]C[P+](C1C=CC=CC=1)(C1C=CC=CC=1)C1C=CC=CC=1.C[Si]([N-][Si](C)(C)C)(C)C.[K+].[O:34]=[C:35]1[N:43]([CH2:44][CH2:45][CH3:46])[C:42]2[NH:41][C:40]([C:47]34[CH2:54][CH2:53][C:50]([CH:55]=O)([CH2:51][CH2:52]3)[CH2:49][CH2:48]4)=[N:39][C:38]=2[C:37](=[O:57])[N:36]1[CH2:58][CH2:59][CH3:60], predict the reaction product. (3) Given the reactants [C:1]1([C:7]#[C:8][C:9]2[CH:10]=[N:11][CH:12]=[C:13]([CH:17]=2)[C:14]([OH:16])=O)[CH:6]=[CH:5][CH:4]=[CH:3][CH:2]=1.C(N1C=CN=C1)(N1C=CN=C1)=O.[CH3:30][S@:31]([C:34]1[CH:39]=[CH:38][CH:37]=[CH:36][CH:35]=1)(=[NH:33])=[O:32], predict the reaction product. The product is: [CH3:30][S:31](=[O:32])([C:34]1[CH:39]=[CH:38][CH:37]=[CH:36][CH:35]=1)=[N:33][C:14](=[O:16])[C:13]1[CH:17]=[C:9]([C:8]#[C:7][C:1]2[CH:2]=[CH:3][CH:4]=[CH:5][CH:6]=2)[CH:10]=[N:11][CH:12]=1. (4) Given the reactants [CH3:1][O:2][C:3]1[C:8]([CH3:9])=[CH:7][C:6](B(O)O)=[C:5]([CH3:13])[CH:4]=1.I[C:15]1[N:20]=[C:19]([NH2:21])[N:18]=[C:17]([NH:22][CH3:23])[CH:16]=1, predict the reaction product. The product is: [CH3:1][O:2][C:3]1[C:8]([CH3:9])=[CH:7][C:6]([C:15]2[N:20]=[C:19]([NH2:21])[N:18]=[C:17]([NH:22][CH3:23])[CH:16]=2)=[C:5]([CH3:13])[CH:4]=1. (5) The product is: [N:1]1([C:5]([C@H:7]2[CH2:8][NH:9][CH2:10][C@@H:11]([N:13]([CH2:14][CH:15]([CH3:17])[CH3:16])[C:18]([C:20]3[C:21]([NH:30][CH2:31][CH2:32][CH2:33][O:34][CH3:35])=[N:22][C:23]([C:26]([CH3:28])([CH3:29])[CH3:27])=[N:24][CH:25]=3)=[O:19])[CH2:12]2)=[O:6])[CH2:2][CH2:3][CH2:4]1. Given the reactants [N:1]1([C:5]([C@@H:7]2[CH2:12][C@H:11]([N:13]([C:18]([C:20]3[C:21]([NH:30][CH2:31][CH2:32][CH2:33][O:34][CH3:35])=[N:22][C:23]([C:26]([CH3:29])([CH3:28])[CH3:27])=[N:24][CH:25]=3)=[O:19])[CH2:14][CH:15]([CH3:17])[CH3:16])[CH2:10][N:9](C(OC(C)(C)C)=O)[CH2:8]2)=[O:6])[CH2:4][CH2:3][CH2:2]1, predict the reaction product. (6) Given the reactants [S:1]1[CH2:6][CH2:5][CH2:4][S:3][CH:2]1[Si](C)(C)C.C([Li])(CC)C.O=[C:17]1[CH2:22][CH2:21][CH:20]([C:23]([O:25][CH2:26][CH3:27])=[O:24])[CH2:19][CH2:18]1.Cl, predict the reaction product. The product is: [S:1]1[CH2:6][CH2:5][CH2:4][S:3][C:2]1=[C:17]1[CH2:22][CH2:21][CH:20]([C:23]([O:25][CH2:26][CH3:27])=[O:24])[CH2:19][CH2:18]1.